This data is from Forward reaction prediction with 1.9M reactions from USPTO patents (1976-2016). The task is: Predict the product of the given reaction. (1) Given the reactants [CH3:1][O:2][C@H:3]([C@@H:6]([C@H:9]([C@H:12]([CH3:14])[OH:13])[O:10][CH3:11])[O:7][CH3:8])[CH:4]=[O:5].O[N:16]1[C:20](=[O:21])[CH2:19][CH2:18][C:17]1=[O:22].C1(C)C=CC(S(O)(=O)=O)=CC=1, predict the reaction product. The product is: [CH3:1][O:2][C@@H:3]1[C@H:6]([O:7][CH3:8])[C@@H:9]([O:10][CH3:11])[C@H:12]([CH3:14])[O:13][C@H:4]1[O:5][N:16]1[C:20](=[O:21])[CH2:19][CH2:18][C:17]1=[O:22]. (2) Given the reactants [C:1]([O:5][C:6]([N:8]1[CH2:13][CH2:12][CH2:11][C@@H:10]([C:14]([OH:16])=O)[CH2:9]1)=[O:7])([CH3:4])([CH3:3])[CH3:2].ClC(N(C)C)=C(C)C.[Cl:25][C:26]1[C:27]([C:33]2[CH:38]=[CH:37][CH:36]=[C:35]([NH:39][CH2:40][C:41]3[CH:46]=[CH:45][CH:44]=[C:43]([F:47])[CH:42]=3)[N:34]=2)=[CH:28][C:29]([NH2:32])=[N:30][CH:31]=1.N1C=CC=CC=1, predict the reaction product. The product is: [C:1]([O:5][C:6]([N:8]1[CH2:13][CH2:12][CH2:11][C@@H:10]([C:14](=[O:16])[NH:32][C:29]2[CH:28]=[C:27]([C:33]3[CH:38]=[CH:37][CH:36]=[C:35]([NH:39][CH2:40][C:41]4[CH:46]=[CH:45][CH:44]=[C:43]([F:47])[CH:42]=4)[N:34]=3)[C:26]([Cl:25])=[CH:31][N:30]=2)[CH2:9]1)=[O:7])([CH3:2])([CH3:3])[CH3:4]. (3) Given the reactants O[Li].O.[CH2:4]([O:6][C:7]1[CH:12]=[CH:11][C:10]([F:13])=[CH:9][C:8]=1[C@H:14]1[CH2:18][CH2:17][CH2:16][N:15]1[C:19]1[CH:24]=[CH:23][N:22]2[N:25]=[CH:26][C:27]([C:28]([O:30]CC)=[O:29])=[C:21]2[CH:20]=1)[CH3:5].Cl, predict the reaction product. The product is: [CH2:4]([O:6][C:7]1[CH:12]=[CH:11][C:10]([F:13])=[CH:9][C:8]=1[C@H:14]1[CH2:18][CH2:17][CH2:16][N:15]1[C:19]1[CH:24]=[CH:23][N:22]2[N:25]=[CH:26][C:27]([C:28]([OH:30])=[O:29])=[C:21]2[CH:20]=1)[CH3:5]. (4) Given the reactants BrC[C:3]1[CH:8]=[CH:7][CH:6]=[CH:5][C:4]=1[CH:9]([CH2:11][CH2:12][CH2:13][CH2:14][CH2:15][CH2:16][CH2:17][CH2:18][CH2:19][CH2:20]C)[CH3:10].[C:22]([O-])(=[O:24])C.[Na+].C(O)(=O)C.[OH-].[K+], predict the reaction product. The product is: [CH3:10][CH:9]([C:4]1[CH:3]=[CH:8][C:7]([CH2:22][OH:24])=[CH:6][CH:5]=1)[CH2:11][CH2:12][CH2:13][CH2:14][CH2:15][CH2:16][CH2:17][CH2:18][CH2:19][CH3:20]. (5) Given the reactants [CH3:1][C:2]1[CH:10]=[C:9]2[C:5]([CH:6]=[N:7][NH:8]2)=[CH:4][C:3]=1[NH:11][C:12]1[C:13]2[C:20]([C:21](O)=[O:22])=[CH:19][NH:18][C:14]=2[N:15]=[CH:16][N:17]=1.[CH3:24][CH:25]([NH2:27])[CH3:26], predict the reaction product. The product is: [CH3:1][C:2]1[CH:10]=[C:9]2[C:5]([CH:6]=[N:7][NH:8]2)=[CH:4][C:3]=1[NH:11][C:12]1[C:13]2[C:20]([C:21]([NH:27][CH:25]([CH3:26])[CH3:24])=[O:22])=[CH:19][NH:18][C:14]=2[N:15]=[CH:16][N:17]=1. (6) Given the reactants C1(C[N:8]2[CH2:13][CH2:12][N:11]([C:14]3[CH:19]=[CH:18][CH:17]=[CH:16][N:15]=3)[C:10](=[O:20])[CH2:9]2)C=CC=CC=1.C([O-])=O.[NH4+], predict the reaction product. The product is: [N:15]1[CH:16]=[CH:17][CH:18]=[CH:19][C:14]=1[N:11]1[CH2:12][CH2:13][NH:8][CH2:9][C:10]1=[O:20]. (7) Given the reactants [CH3:1][C:2]1[O:6][N:5]=[C:4]([C:7]2[CH:12]=[CH:11][CH:10]=[CH:9][CH:8]=2)[C:3]=1[C:13]([NH:15][NH2:16])=[O:14].[CH3:17][O:18][C:19]1[CH:20]=[C:21]([CH:25]=[CH:26][CH:27]=1)[C:22](O)=O, predict the reaction product. The product is: [CH3:17][O:18][C:19]1[CH:20]=[C:21]([C:22]2[O:14][C:13]([C:3]3[C:4]([C:7]4[CH:12]=[CH:11][CH:10]=[CH:9][CH:8]=4)=[N:5][O:6][C:2]=3[CH3:1])=[N:15][N:16]=2)[CH:25]=[CH:26][CH:27]=1.